This data is from Full USPTO retrosynthesis dataset with 1.9M reactions from patents (1976-2016). The task is: Predict the reactants needed to synthesize the given product. (1) Given the product [Br:1][C:2]1[CH:3]=[C:4]([CH:25]=[C:26]([Br:30])[C:27]=1[OH:28])[C:5]([N:7]1[CH2:12][CH2:11][O:10][C:9]2[N:13]=[CH:14][C:15]([C:17]3[CH:18]=[CH:19][C:20]([C:21]#[N:22])=[CH:23][CH:24]=3)=[CH:16][C:8]1=2)=[O:6], predict the reactants needed to synthesize it. The reactants are: [Br:1][C:2]1[CH:3]=[C:4]([CH:25]=[C:26]([Br:30])[C:27]=1[O:28]C)[C:5]([N:7]1[CH2:12][CH2:11][O:10][C:9]2[N:13]=[CH:14][C:15]([C:17]3[CH:24]=[CH:23][C:20]([C:21]#[N:22])=[CH:19][CH:18]=3)=[CH:16][C:8]1=2)=[O:6].[Br-].[Li+].N1CCNCC1. (2) The reactants are: [CH:1]1([S:4]([C:7]2[CH:12]=[N:11][CH:10]=[C:9]3[NH:13][N:14]=[CH:15][C:8]=23)(=[O:6])=[O:5])[CH2:3][CH2:2]1.C([O-])([O-])=O.[Cs+].[Cs+].Br[CH:23]([CH2:29][CH:30]1[CH2:35][CH2:34][O:33][CH2:32][CH2:31]1)[C:24]([O:26]CC)=[O:25].[OH-].[Na+].C(OC(C)C)(=O)C. Given the product [CH:1]1([S:4]([C:7]2[CH:12]=[N:11][CH:10]=[C:9]3[N:13]([CH:23]([CH2:29][CH:30]4[CH2:35][CH2:34][O:33][CH2:32][CH2:31]4)[C:24]([OH:26])=[O:25])[N:14]=[CH:15][C:8]=23)(=[O:6])=[O:5])[CH2:3][CH2:2]1, predict the reactants needed to synthesize it. (3) The reactants are: [NH2:1][C:2]1[CH:7]=[CH:6][CH:5]=[CH:4][C:3]=1/[CH:8]=[CH:9]/[C:10]([O:12][CH3:13])=[O:11].Br[C:15]1[N:19]([CH2:20][CH2:21][O:22][CH3:23])[C:18]2[CH:24]=[CH:25][CH:26]=[CH:27][C:17]=2[N:16]=1. Given the product [CH3:23][O:22][CH2:21][CH2:20][N:19]1[C:18]2[CH:24]=[CH:25][CH:26]=[CH:27][C:17]=2[N:16]=[C:15]1[NH:1][C:2]1[CH:7]=[CH:6][CH:5]=[CH:4][C:3]=1/[CH:8]=[CH:9]/[C:10]([O:12][CH3:13])=[O:11], predict the reactants needed to synthesize it. (4) Given the product [NH2:8][C:9]1[CH:10]=[CH:11][C:12]([C@H:15]([CH3:19])[C:16]([NH:32][C:30]2[S:31][C:27]([CH:24]([CH3:26])[CH3:25])=[CH:28][N:29]=2)=[O:18])=[CH:13][CH:14]=1, predict the reactants needed to synthesize it. The reactants are: C(OC([NH:8][C:9]1[CH:14]=[CH:13][C:12]([C@H:15]([CH3:19])[C:16]([OH:18])=O)=[CH:11][CH:10]=1)=O)(C)(C)C.S(Cl)(Cl)=O.[CH:24]([C:27]1[S:31][C:30]([NH2:32])=[N:29][CH:28]=1)([CH3:26])[CH3:25].C(N(CC)CC)C. (5) Given the product [C:17]([O:16][C:14]([N:9]1[CH2:10][C@H:11]([O:12][CH3:13])[C@@H:7]([CH2:5][OH:4])[CH2:8]1)=[O:15])([CH3:20])([CH3:19])[CH3:18], predict the reactants needed to synthesize it. The reactants are: [BH4-].[Li+].C[O:4][C:5]([C@@H:7]1[C@@H:11]([O:12][CH3:13])[CH2:10][N:9]([C:14]([O:16][C:17]([CH3:20])([CH3:19])[CH3:18])=[O:15])[CH2:8]1)=O. (6) The reactants are: [CH2:1]([N:3]1[CH2:8][C:7]([CH3:10])([CH3:9])[O:6][C:5](=[O:11])[CH:4]1[CH2:12][C:13]([OH:15])=O)[CH3:2].C(N(C(C)C)CC)(C)C.CN(C(ON1N=NC2C=CC=NC1=2)=[N+](C)C)C.F[P-](F)(F)(F)(F)F.[CH:49]1([NH2:55])[CH2:54][CH2:53][CH2:52][CH2:51][CH2:50]1. Given the product [CH:49]1([NH:55][C:13](=[O:15])[CH2:12][CH:4]2[C:5](=[O:11])[O:6][C:7]([CH3:9])([CH3:10])[CH2:8][N:3]2[CH2:1][CH3:2])[CH2:54][CH2:53][CH2:52][CH2:51][CH2:50]1, predict the reactants needed to synthesize it.